Dataset: Full USPTO retrosynthesis dataset with 1.9M reactions from patents (1976-2016). Task: Predict the reactants needed to synthesize the given product. (1) Given the product [Br-:4].[C:1]([O:6][C:7]1[CH:12]=[CH:11][C:10]([C:13](=[O:40])[CH2:14][N+:15]23[CH2:20][CH2:19][CH:18]([CH2:21][CH2:22]2)[C@@H:17]([O:23][C:24](=[O:39])[C@@H:25]([C:33]2[CH:34]=[CH:35][CH:36]=[CH:37][CH:38]=2)[NH:26][C:27]2[CH:28]=[CH:29][CH:30]=[CH:31][CH:32]=2)[CH2:16]3)=[CH:9][CH:8]=1)(=[O:3])[CH3:2], predict the reactants needed to synthesize it. The reactants are: [C:1]([Br:4])(=[O:3])[CH3:2].[Br-].[OH:6][C:7]1[CH:12]=[CH:11][C:10]([C:13](=[O:40])[CH2:14][N+:15]23[CH2:22][CH2:21][CH:18]([CH2:19][CH2:20]2)[C@@H:17]([O:23][C:24](=[O:39])[C@@H:25]([C:33]2[CH:38]=[CH:37][CH:36]=[CH:35][CH:34]=2)[NH:26][C:27]2[CH:32]=[CH:31][CH:30]=[CH:29][CH:28]=2)[CH2:16]3)=[CH:9][CH:8]=1.C(Cl)Cl.CO.CC#N.O. (2) Given the product [C:13]([O:16][C:10]1[C:2]([CH3:1])=[CH:3][C:4]([C:5]([OH:7])=[O:6])=[CH:8][C:9]=1[CH3:11])(=[O:15])[CH3:14], predict the reactants needed to synthesize it. The reactants are: [CH3:1][C:2]1[C:3](O)=[C:4]([CH:8]=[C:9]([CH3:11])[CH:10]=1)[C:5]([OH:7])=[O:6].[C:13]([O:16]C(=O)C)(=[O:15])[CH3:14].O. (3) Given the product [CH:7]1(/[C:11](/[C:37]2[CH:38]=[CH:39][CH:40]=[CH:41][CH:42]=2)=[C:12](\[C:13]2[CH:14]=[C:15]3[C:19](=[CH:20][CH:21]=2)[N:18]([CH:22]2[CH2:27][CH2:26][CH2:25][CH2:24][O:23]2)[N:17]=[C:16]3[F:28])/[C:29]2[CH:36]=[CH:35][C:32]([CH:33]=[CH2:1])=[CH:31][CH:30]=2)[CH2:10][CH2:9][CH2:8]1, predict the reactants needed to synthesize it. The reactants are: [CH3:1]C(C)([O-])C.[K+].[CH:7]1(/[C:11](/[C:37]2[CH:42]=[CH:41][CH:40]=[CH:39][CH:38]=2)=[C:12](/[C:29]2[CH:36]=[CH:35][C:32]([CH:33]=O)=[CH:31][CH:30]=2)\[C:13]2[CH:14]=[C:15]3[C:19](=[CH:20][CH:21]=2)[N:18]([CH:22]2[CH2:27][CH2:26][CH2:25][CH2:24][O:23]2)[N:17]=[C:16]3[F:28])[CH2:10][CH2:9][CH2:8]1. (4) The reactants are: [CH3:1][NH:2][C@@H:3]1[C:8]2[CH:9]=[CH:10][CH:11]=[CH:12][C:7]=2[C@H:6]([C:13]2[CH:14]=[CH:15][C:16]([Cl:20])=[C:17]([Cl:19])[CH:18]=2)[CH2:5][CH2:4]1.[ClH:21].CC(N(C)C)=O. Given the product [CH3:1][NH:2][C@@H:3]1[C:8]2[CH:9]=[CH:10][CH:11]=[CH:12][C:7]=2[C@H:6]([C:13]2[CH:14]=[CH:15][C:16]([Cl:20])=[C:17]([Cl:19])[CH:18]=2)[CH2:5][CH2:4]1.[ClH:21], predict the reactants needed to synthesize it. (5) Given the product [CH3:1][N:2]([C:7]1[CH:12]=[CH:11][C:10]([C@H:13]2[N:21]3[C@@H:16]([CH2:17][CH2:18][CH2:19][CH2:20]3)[CH2:15][CH2:14]2)=[CH:9][CH:8]=1)[C:3](=[O:6])[CH:4]=[CH:5][N:22]1[CH2:27][CH2:26][CH2:25][CH2:24][CH2:23]1, predict the reactants needed to synthesize it. The reactants are: [CH3:1][N:2]([C:7]1[CH:12]=[CH:11][C:10]([C@H:13]2[N:21]3[C@@H:16]([CH2:17][CH2:18][CH2:19][CH2:20]3)[CH2:15][CH2:14]2)=[CH:9][CH:8]=1)[C:3](=[O:6])[CH:4]=[CH2:5].[NH:22]1[CH2:27][CH2:26][CH2:25][CH2:24][CH2:23]1. (6) The reactants are: [CH3:1][O:2][C:3](=[O:31])[CH2:4][O:5][CH2:6][CH2:7][CH2:8][O:9][CH2:10][CH2:11][NH:12][C:13]1[CH:18]=[CH:17][CH:16]=[CH:15][C:14]=1[S:19](=[O:30])(=[O:29])[NH:20][C:21]([C@@:23]1([NH2:28])[CH2:25][C@H:24]1[CH:26]=[CH2:27])=[O:22].[C:32]([O:36][C:37]([N:39]1[CH2:43][C@H:42]([O:44][C:45]([N:47]2[CH2:55][C:54]3[C:49](=[CH:50][CH:51]=[CH:52][C:53]=3[F:56])[CH2:48]2)=[O:46])[CH2:41][C@H:40]1[C:57](O)=[O:58])=[O:38])([CH3:35])([CH3:34])[CH3:33].CN(C(ON1N=NC2C=CC=NC1=2)=[N+](C)C)C.F[P-](F)(F)(F)(F)F.CCN(C(C)C)C(C)C. Given the product [C:32]([O:36][C:37]([N:39]1[C@H:40]([C:57](=[O:58])[NH:28][C@:23]2([C:21]([NH:20][S:19]([C:14]3[CH:15]=[CH:16][CH:17]=[CH:18][C:13]=3[NH:12][CH2:11][CH2:10][O:9][CH2:8][CH2:7][CH2:6][O:5][CH2:4][C:3]([O:2][CH3:1])=[O:31])(=[O:29])=[O:30])=[O:22])[CH2:25][C@H:24]2[CH:26]=[CH2:27])[CH2:41][C@@H:42]([O:44][C:45]([N:47]2[CH2:55][C:54]3[C:49](=[CH:50][CH:51]=[CH:52][C:53]=3[F:56])[CH2:48]2)=[O:46])[CH2:43]1)=[O:38])([CH3:35])([CH3:33])[CH3:34], predict the reactants needed to synthesize it. (7) Given the product [CH2:10]([CH:1]1[O:8][Si:14]([CH:18]([CH3:20])[CH3:19])([CH:15]([CH3:17])[CH3:16])[C:3]2[CH:4]=[CH:5][CH:6]=[CH:7][C:2]1=2)[CH2:11][CH2:12][CH3:13], predict the reactants needed to synthesize it. The reactants are: [CH:1](=[O:8])[C:2]1[CH:7]=[CH:6][CH:5]=[CH:4][CH:3]=1.[Li][CH2:10][CH2:11][CH2:12][CH3:13].[SiH:14](Cl)([CH:18]([CH3:20])[CH3:19])[CH:15]([CH3:17])[CH3:16]. (8) The reactants are: [NH:1]1[C:9]2[C:4](=[CH:5][CH:6]=[CH:7][CH:8]=2)[C:3]([CH2:10][CH2:11][C:12]([OH:14])=O)=[CH:2]1.C(N1C=CN=C1)(N1C=CN=C1)=O.[Cl:27][C:28]1[CH:29]=[C:30]2[C:39](=[CH:40][CH:41]=1)[C:38]([NH:42][CH2:43][CH2:44][CH2:45][N:46]([CH3:51])[CH2:47][CH2:48][CH2:49][NH2:50])=[C:37]1[C:32]([CH2:33][CH2:34][CH2:35][CH2:36]1)=[N:31]2. Given the product [Cl:27][C:28]1[CH:29]=[C:30]2[C:39](=[CH:40][CH:41]=1)[C:38]([NH:42][CH2:43][CH2:44][CH2:45][N:46]([CH3:51])[CH2:47][CH2:48][CH2:49][NH:50][C:12](=[O:14])[CH2:11][CH2:10][C:3]1[C:4]3[C:9](=[CH:8][CH:7]=[CH:6][CH:5]=3)[NH:1][CH:2]=1)=[C:37]1[C:32]([CH2:33][CH2:34][CH2:35][CH2:36]1)=[N:31]2, predict the reactants needed to synthesize it. (9) The reactants are: C[O:2][C:3]1[CH:8]=[C:7]([C:9]([CH3:16])([CH3:15])[C:10]([O:12][CH2:13][CH3:14])=[O:11])[CH:6]=[C:5]([O:17]C)[C:4]=1[C:19]1[CH:24]=[C:23]([CH3:25])[CH:22]=[C:21]([CH3:26])[CH:20]=1.B(Br)(Br)Br.[OH:31][C:32]1[CH:37]=[C:36]([C:38]([CH3:45])([CH3:44])[C:39]([O:41][CH2:42][CH3:43])=[O:40])[CH:35]=[C:34]([O:46][CH3:47])[C:33]=1[C:48]1[CH:53]=[C:52]([CH3:54])[CH:51]=[C:50]([CH3:55])[CH:49]=1. Given the product [OH:2][C:3]1[CH:8]=[C:7]([C:9]([CH3:15])([CH3:16])[C:10]([O:12][CH2:13][CH3:14])=[O:11])[CH:6]=[C:5]([OH:17])[C:4]=1[C:19]1[CH:20]=[C:21]([CH3:26])[CH:22]=[C:23]([CH3:25])[CH:24]=1.[OH:31][C:32]1[CH:37]=[C:36]([C:38]([CH3:44])([CH3:45])[C:39]([O:41][CH2:42][CH3:43])=[O:40])[CH:35]=[C:34]([O:46][CH3:47])[C:33]=1[C:48]1[CH:53]=[C:52]([CH3:54])[CH:51]=[C:50]([CH3:55])[CH:49]=1, predict the reactants needed to synthesize it. (10) Given the product [C:43]1([CH3:53])[CH:44]=[CH:45][C:46]([S:49]([OH:52])(=[O:50])=[O:51])=[CH:47][CH:48]=1.[CH:1]1([C:4]([NH:6][C:7]2[N:8]=[C:9]3[CH:14]=[CH:13][C:12]([O:15][C:16]4[CH:21]=[CH:20][C:19]([NH:22][C:23]([C:25]5[C:26](=[O:39])[N:27]([C:32]6[CH:37]=[CH:36][C:35]([F:38])=[CH:34][CH:33]=6)[C:28]([CH3:31])=[CH:29][CH:30]=5)=[O:24])=[C:18]([F:40])[CH:17]=4)=[CH:11][N:10]3[CH:41]=2)=[O:5])[CH2:3][CH2:2]1, predict the reactants needed to synthesize it. The reactants are: [CH:1]1([C:4]([NH:6][C:7]2[N:8]=[C:9]3[CH:14]=[CH:13][C:12]([O:15][C:16]4[CH:21]=[CH:20][C:19]([NH:22][C:23]([C:25]5[C:26](=[O:39])[N:27]([C:32]6[CH:37]=[CH:36][C:35]([F:38])=[CH:34][CH:33]=6)[C:28]([CH3:31])=[CH:29][CH:30]=5)=[O:24])=[C:18]([F:40])[CH:17]=4)=[CH:11][N:10]3[CH:41]=2)=[O:5])[CH2:3][CH2:2]1.O.[C:43]1([CH3:53])[CH:48]=[CH:47][C:46]([S:49]([OH:52])(=[O:51])=[O:50])=[CH:45][CH:44]=1.